From a dataset of Catalyst prediction with 721,799 reactions and 888 catalyst types from USPTO. Predict which catalyst facilitates the given reaction. (1) Reactant: Cl[C:2]1[C:7]([C:8]#[N:9])=[C:6]([C:10]2[S:14][CH:13]=[N:12][CH:11]=2)[C:5]([C:15]#[N:16])=[C:4]([S:17][CH2:18][C:19]2[N:20]=[C:21]([C:24]3[CH:29]=[CH:28][C:27]([Cl:30])=[CH:26][CH:25]=3)[S:22][CH:23]=2)[N:3]=1.Cl.[NH:32]1[CH2:35][CH:34]([OH:36])[CH2:33]1.C(N(C(C)C)C(C)C)C. Product: [Cl:30][C:27]1[CH:28]=[CH:29][C:24]([C:21]2[S:22][CH:23]=[C:19]([CH2:18][S:17][C:4]3[C:5]([C:15]#[N:16])=[C:6]([C:10]4[S:14][CH:13]=[N:12][CH:11]=4)[C:7]([C:8]#[N:9])=[C:2]([N:32]4[CH2:35][CH:34]([OH:36])[CH2:33]4)[N:3]=3)[N:20]=2)=[CH:25][CH:26]=1. The catalyst class is: 1. (2) Reactant: [C:1](Cl)(=[O:8])[C:2]1[CH:7]=[CH:6][CH:5]=[CH:4][CH:3]=1.[CH2:10]([NH2:18])[CH2:11][C:12]1[CH:17]=[CH:16][CH:15]=[CH:14][CH:13]=1. Product: [CH2:10]([NH:18][C:1](=[O:8])[C:2]1[CH:7]=[CH:6][CH:5]=[CH:4][CH:3]=1)[CH2:11][C:12]1[CH:17]=[CH:16][CH:15]=[CH:14][CH:13]=1. The catalyst class is: 2. (3) Reactant: [F:1][C:2]1[CH:7]=[CH:6][C:5]([C:8]2[CH:12]=[C:11]([CH:13]3[CH2:18][CH2:17][CH2:16][NH:15][CH2:14]3)[N:10]([C:19]3[N:24]=[CH:23][CH:22]=[CH:21][N:20]=3)[N:9]=2)=[CH:4][CH:3]=1.[F:25][C:26]1[CH:31]=[CH:30][CH:29]=[C:28]([F:32])[C:27]=1[S:33](Cl)(=[O:35])=[O:34].C(N(C(C)C)CC)(C)C.CS(C)=O. Product: [F:25][C:26]1[CH:31]=[CH:30][CH:29]=[C:28]([F:32])[C:27]=1[S:33]([N:15]1[CH2:16][CH2:17][CH2:18][CH:13]([C:11]2[N:10]([C:19]3[N:20]=[CH:21][CH:22]=[CH:23][N:24]=3)[N:9]=[C:8]([C:5]3[CH:4]=[CH:3][C:2]([F:1])=[CH:7][CH:6]=3)[CH:12]=2)[CH2:14]1)(=[O:35])=[O:34]. The catalyst class is: 3. (4) Product: [CH3:39][O:38][C:36](=[O:37])[CH2:35][C:32]1[CH:33]=[CH:34][C:29]([O:28][CH2:24][C:21]2[CH:22]=[CH:23][C:18]([C:17]3[O:16][N:15]=[C:14]([CH3:26])[C:13]=3[NH:12][C:11]([O:10][CH:8]([C:3]3[CH:4]=[CH:5][CH:6]=[CH:7][C:2]=3[Cl:1])[CH3:9])=[O:27])=[CH:19][CH:20]=2)=[CH:30][CH:31]=1. Reactant: [Cl:1][C:2]1[CH:7]=[CH:6][CH:5]=[CH:4][C:3]=1[CH:8]([O:10][C:11](=[O:27])[NH:12][C:13]1[C:14]([CH3:26])=[N:15][O:16][C:17]=1[C:18]1[CH:23]=[CH:22][C:21]([CH2:24]Br)=[CH:20][CH:19]=1)[CH3:9].[OH:28][C:29]1[CH:34]=[CH:33][C:32]([CH2:35][C:36]([O:38][CH3:39])=[O:37])=[CH:31][CH:30]=1.C(=O)([O-])[O-].[Cs+].[Cs+]. The catalyst class is: 23. (5) Reactant: [CH2:1]([O:8][C:9]([N:11]1[C:15]2[CH:16]=[N:17][CH:18]=[C:19]([OH:20])[C:14]=2[C:13]2[CH:21]=[C:22]([Br:25])[CH:23]=[N:24][C:12]1=2)=[O:10])[C:2]1[CH:7]=[CH:6][CH:5]=[CH:4][CH:3]=1.[C:26]([O:30][C:31]([N:33]1[CH2:38][CH2:37][CH:36](O)[CH2:35][CH2:34]1)=[O:32])([CH3:29])([CH3:28])[CH3:27].C1(P(C2C=CC=CC=2)C2C=CC=CC=2)C=CC=CC=1.N(C(OCC)=O)=NC(OCC)=O. Product: [CH2:1]([O:8][C:9]([N:11]1[C:15]2[CH:16]=[N:17][CH:18]=[C:19]([O:20][CH:36]3[CH2:37][CH2:38][N:33]([C:31]([O:30][C:26]([CH3:29])([CH3:28])[CH3:27])=[O:32])[CH2:34][CH2:35]3)[C:14]=2[C:13]2[CH:21]=[C:22]([Br:25])[CH:23]=[N:24][C:12]1=2)=[O:10])[C:2]1[CH:3]=[CH:4][CH:5]=[CH:6][CH:7]=1. The catalyst class is: 1. (6) Reactant: ClC1C=CC2NC(C(C)C(NC3C=CC(OC4C=NC=CC=4)=CC=3)=O)=NC=2C=1.[NH2:29][C:30]1[CH:35]=[C:34]([Cl:36])[CH:33]=[CH:32][C:31]=1[NH:37][C:38](=O)[CH2:39][CH2:40][C:41]([NH:43][C:44]1[CH:49]=[CH:48][C:47]([O:50][C:51]2[CH:52]=[N:53][CH:54]=[CH:55][CH:56]=2)=[CH:46][CH:45]=1)=[O:42]. Product: [Cl:36][C:34]1[CH:33]=[CH:32][C:31]2[NH:37][C:38]([CH2:39][CH2:40][C:41]([NH:43][C:44]3[CH:49]=[CH:48][C:47]([O:50][C:51]4[CH:52]=[N:53][CH:54]=[CH:55][CH:56]=4)=[CH:46][CH:45]=3)=[O:42])=[N:29][C:30]=2[CH:35]=1. The catalyst class is: 52. (7) Reactant: [Br:1][C:2]1[C:7]([CH3:8])=[CH:6][C:5]([OH:9])=[CH:4][C:3]=1[CH3:10].N1C=CN=C1.[C:16]([Si:20]([CH3:23])([CH3:22])Cl)([CH3:19])([CH3:18])[CH3:17]. Product: [Br:1][C:2]1[C:7]([CH3:8])=[CH:6][C:5]([O:9][Si:20]([C:16]([CH3:19])([CH3:18])[CH3:17])([CH3:23])[CH3:22])=[CH:4][C:3]=1[CH3:10]. The catalyst class is: 42. (8) Reactant: [CH3:1][CH2:2][NH:3][CH2:4][CH2:5][N:6]1[C:14]2[C:13](=[O:15])[N:12]([CH2:16][CH2:17][CH3:18])[C:11](=[O:19])[N:10]([CH2:20][CH2:21][C:22]3[CH:27]=[CH:26][C:25]([N+:28]([O-])=O)=[CH:24][CH:23]=3)[C:9]=2[N:8]=[C:7]1[CH2:31][C:32]1[CH:33]=[N:34][CH:35]=[CH:36][CH:37]=1.O.NN.[H][H]. Product: [NH2:28][C:25]1[CH:24]=[CH:23][C:22]([CH2:21][CH2:20][N:10]2[C:9]3[N:8]=[C:7]([CH2:31][C:32]4[CH:33]=[N:34][CH:35]=[CH:36][CH:37]=4)[N:6]([CH2:5][CH2:4][NH:3][CH2:2][CH3:1])[C:14]=3[C:13](=[O:15])[N:12]([CH2:16][CH2:17][CH3:18])[C:11]2=[O:19])=[CH:27][CH:26]=1. The catalyst class is: 45. (9) Reactant: CCCCCC.C([Li])CCC.[CH2:12]([C:14]1[CH:22]=[CH:21][C:17]2[S:18][CH:19]=[CH:20][C:16]=2[CH:15]=1)[CH3:13].[Br:23][C:24]1[C:33]2[C:28](=[CH:29][CH:30]=[CH:31][CH:32]=2)[CH:27]=[C:26]([CH:34]=[O:35])[CH:25]=1.[Cl-].[NH4+]. Product: [Br:23][C:24]1[C:33]2[C:28](=[CH:29][CH:30]=[CH:31][CH:32]=2)[CH:27]=[C:26]([CH:34]([C:19]2[S:18][C:17]3[CH:21]=[CH:22][C:14]([CH2:12][CH3:13])=[CH:15][C:16]=3[CH:20]=2)[OH:35])[CH:25]=1. The catalyst class is: 1.